Dataset: Peptide-MHC class I binding affinity with 185,985 pairs from IEDB/IMGT. Task: Regression. Given a peptide amino acid sequence and an MHC pseudo amino acid sequence, predict their binding affinity value. This is MHC class I binding data. (1) The peptide sequence is KCSDHYLCLR. The MHC is HLA-A11:01 with pseudo-sequence HLA-A11:01. The binding affinity (normalized) is 0.0100. (2) The peptide sequence is LLQAIGAAA. The MHC is HLA-B39:01 with pseudo-sequence HLA-B39:01. The binding affinity (normalized) is 0.213.